This data is from TCR-epitope binding with 47,182 pairs between 192 epitopes and 23,139 TCRs. The task is: Binary Classification. Given a T-cell receptor sequence (or CDR3 region) and an epitope sequence, predict whether binding occurs between them. (1) The epitope is YLDAYNMMI. The TCR CDR3 sequence is CASSYTFRDAKETQYF. Result: 0 (the TCR does not bind to the epitope). (2) The epitope is ITEEVGHTDLMAAY. The TCR CDR3 sequence is CASSLVTDLNTEAFF. Result: 1 (the TCR binds to the epitope). (3) Result: 1 (the TCR binds to the epitope). The TCR CDR3 sequence is CASSQERTLGFSTDTQYF. The epitope is KAYNVTQAF.